Dataset: Retrosynthesis with 50K atom-mapped reactions and 10 reaction types from USPTO. Task: Predict the reactants needed to synthesize the given product. (1) Given the product O=[N+]([O-])c1cccnc1OCCO, predict the reactants needed to synthesize it. The reactants are: O=[N+]([O-])c1cccnc1Cl.OCCO. (2) Given the product Oc1c(F)c(F)c(CNC23CC4CC(CC(C4)C2)C3)c(F)c1F, predict the reactants needed to synthesize it. The reactants are: NC12CC3CC(CC(C3)C1)C2.O=Cc1c(F)c(F)c(O)c(F)c1F. (3) Given the product Cc1ccc(S(=O)(=O)N[C@@H](CNCCN(C)C)COCc2ccccc2)c2ccccc12, predict the reactants needed to synthesize it. The reactants are: Cc1ccc(S(=O)(=O)N[C@@H](COCc2ccccc2)C(=O)NCCN(C)C)c2ccccc12. (4) Given the product CC(C)(C)OC(=O)NCCc1cc2c(Cl)ncnc2s1, predict the reactants needed to synthesize it. The reactants are: CC(C)(C)OC(=O)NCCc1cc2c(O)ncnc2s1.ClC(Cl)(Cl)Cl. (5) Given the product OCc1cccc(Oc2nn(Cc3ccccc3)c3ccccc23)n1, predict the reactants needed to synthesize it. The reactants are: COC(=O)c1cccc(Oc2nn(Cc3ccccc3)c3ccccc23)n1. (6) Given the product CCN(CC)CCOC(=O)[C@H](Cc1ccc(-c2c(C)n(C)c(=O)n(C)c2=O)cc1)NC(=O)c1c(C)cccc1Cl, predict the reactants needed to synthesize it. The reactants are: CCN(CC)CCCl.Cc1cccc(Cl)c1C(=O)N[C@@H](Cc1ccc(-c2c(C)n(C)c(=O)n(C)c2=O)cc1)C(=O)O.